From a dataset of Forward reaction prediction with 1.9M reactions from USPTO patents (1976-2016). Predict the product of the given reaction. (1) The product is: [C:3]([C:5]1[CH:6]=[C:7]([C:15]2[O:19][N:18]=[C:17]([C:20]3[CH:21]=[C:22]4[C:26](=[CH:27][CH:28]=3)[NH:25][C:24]([CH2:29][CH2:30][C:31]([OH:33])=[O:32])=[CH:23]4)[N:16]=2)[CH:8]=[CH:9][C:10]=1[O:11][CH:12]([CH3:14])[CH3:13])#[N:4]. Given the reactants [OH-].[Na+].[C:3]([C:5]1[CH:6]=[C:7]([C:15]2[O:19][N:18]=[C:17]([C:20]3[CH:21]=[C:22]4[C:26](=[CH:27][CH:28]=3)[NH:25][C:24]([CH2:29][CH2:30][C:31]([O:33]CC)=[O:32])=[CH:23]4)[N:16]=2)[CH:8]=[CH:9][C:10]=1[O:11][CH:12]([CH3:14])[CH3:13])#[N:4].Cl, predict the reaction product. (2) Given the reactants Br[CH2:2][C:3]([C:5]1[CH:10]=[CH:9][C:8]([CH3:11])=[C:7]([CH3:12])[CH:6]=1)=[O:4].[CH3:13][CH:14](C)[CH2:15]N(C=CC)CC(C)C.[OH:25][CH2:26][C:27]([CH3:31])([CH2:29][OH:30])[CH3:28].S(=O)(=O)(O)O.C1(C)C=CC(S(O)(=O)=O)=CC=1, predict the reaction product. The product is: [CH3:28][C:27]1([CH3:31])[CH2:29][O:30][CH:13]([CH:14]([CH3:15])[CH2:2][C:3]([C:5]2[CH:10]=[CH:9][C:8]([CH3:11])=[C:7]([CH3:12])[CH:6]=2)=[O:4])[O:25][CH2:26]1. (3) The product is: [F:7][C:8]1[CH:13]=[CH:12][C:11]([N+:14]([O-:16])=[O:15])=[CH:10][C:9]=1[C:2]1[S:3][CH:4]=[CH:5][N:6]=1. Given the reactants Br[C:2]1[S:3][CH:4]=[CH:5][N:6]=1.[F:7][C:8]1[CH:13]=[CH:12][C:11]([N+:14]([O-:16])=[O:15])=[CH:10][C:9]=1B1OC(C)(C)C(C)(C)O1, predict the reaction product.